Dataset: Full USPTO retrosynthesis dataset with 1.9M reactions from patents (1976-2016). Task: Predict the reactants needed to synthesize the given product. (1) Given the product [NH:1]1[CH2:6][CH2:5][CH2:4][CH:3]([NH:7][C:8](=[O:14])[O:9][C:10]([CH3:12])([CH3:11])[CH3:13])[CH2:2]1, predict the reactants needed to synthesize it. The reactants are: [N:1]1[CH:6]=[CH:5][CH:4]=[C:3]([NH:7][C:8](=[O:14])[O:9][C:10]([CH3:13])([CH3:12])[CH3:11])[CH:2]=1. (2) Given the product [C:12]([C:15]1[CH:16]=[CH:17][C:18]([C:19]([NH:24][C:25]2[CH:30]=[CH:29][N:28]=[CH:27][CH:26]=2)=[O:21])=[CH:22][CH:23]=1)(=[O:14])[CH3:13], predict the reactants needed to synthesize it. The reactants are: NC(C1SC(C(O)=O)=CC=1)C.[C:12]([C:15]1[CH:23]=[CH:22][C:18]([C:19]([OH:21])=O)=[CH:17][CH:16]=1)(=[O:14])[CH3:13].[NH2:24][C:25]1[CH:30]=[CH:29][N:28]=[CH:27][CH:26]=1.